Dataset: Reaction yield outcomes from USPTO patents with 853,638 reactions. Task: Predict the reaction yield, written as a fraction of the theoretical maximum amount of product (1.0 means a 100% yield; for example, 0.34 means a 34% yield). (1) The reactants are [C:1]1(=[O:22])[N:5]([CH2:6][CH2:7][CH2:8][CH2:9][CH2:10][C:11]([NH:13][C@H:14]([C:18]([OH:20])=O)[CH:15]([CH3:17])[CH3:16])=[O:12])[C:4](=[O:21])[CH:3]=[CH:2]1.[NH2:23][C@H:24]([C:26]([OH:28])=O)[CH3:25].C(OC(N1C2C(=CC=CC=2)C=CC1OCC)=O)C.[NH2:47][C:48]1[CH:53]=[CH:52][C:51]([C:54]2[CH2:55][C@H:56]3[CH:62]=[N:61][C:60]4[CH:63]=[C:64]([O:69][CH2:70][CH2:71][CH2:72][CH2:73][CH2:74][O:75][C:76]5[C:77]([O:104][CH3:105])=[CH:78][C:79]6[C:85](=[O:86])[N:84]7[CH:87]=[C:88]([C:90]8[CH:95]=[CH:94][C:93]([O:96][CH2:97][CH2:98][CH2:99][N:100]([CH3:102])[CH3:101])=[CH:92][CH:91]=8)[CH2:89][C@H:83]7[CH:82]=[N:81][C:80]=6[CH:103]=5)[C:65]([O:67][CH3:68])=[CH:66][C:59]=4[C:58](=[O:106])[N:57]3[CH:107]=2)=[CH:50][CH:49]=1. The catalyst is CO.ClCCl. The product is [CH3:102][N:100]([CH3:101])[CH2:99][CH2:98][CH2:97][O:96][C:93]1[CH:92]=[CH:91][C:90]([C:88]2[CH2:89][C@H:83]3[CH:82]=[N:81][C:80]4[CH:103]=[C:76]([O:75][CH2:74][CH2:73][CH2:72][CH2:71][CH2:70][O:69][C:64]5[C:65]([O:67][CH3:68])=[CH:66][C:59]6[C:58](=[O:106])[N:57]7[CH:107]=[C:54]([C:51]8[CH:50]=[CH:49][C:48]([NH:47][C:26](=[O:28])[C@@H:24]([NH:23][C:18](=[O:20])[C@@H:14]([NH:13][C:11](=[O:12])[CH2:10][CH2:9][CH2:8][CH2:7][CH2:6][N:5]9[C:1](=[O:22])[CH:2]=[CH:3][C:4]9=[O:21])[CH:15]([CH3:16])[CH3:17])[CH3:25])=[CH:53][CH:52]=8)[CH2:55][C@H:56]7[CH:62]=[N:61][C:60]=6[CH:63]=5)[C:77]([O:104][CH3:105])=[CH:78][C:79]=4[C:85](=[O:86])[N:84]3[CH:87]=2)=[CH:95][CH:94]=1. The yield is 0.270. (2) The reactants are Cl[C:2]1[CH:7]=[CH:6][NH:5][C:4](=[O:8])[C:3]=1[C:9]1[NH:10][C:11]2[C:19]([N:20]=1)=[CH:18][C:17]1[C:16](=[O:21])[N:15]([CH:22]3[CH2:27][CH2:26][N:25]([CH3:28])[CH2:24][CH2:23]3)[C:14](=[O:29])[C:13]=1[CH:12]=2.[NH2:30][CH2:31][C@@H:32]([OH:43])[CH2:33][O:34][C:35]1[CH:40]=[CH:39][C:38]([CH3:41])=[CH:37][C:36]=1[CH3:42].CCN(CC)CC. The catalyst is CCO. The product is [CH3:42][C:36]1[CH:37]=[C:38]([CH3:41])[CH:39]=[CH:40][C:35]=1[O:34][CH2:33][C@H:32]([OH:43])[CH2:31][NH:30][C:2]1[CH:7]=[CH:6][NH:5][C:4](=[O:8])[C:3]=1[C:9]1[NH:10][C:11]2[C:19]([N:20]=1)=[CH:18][C:17]1[C:16](=[O:21])[N:15]([CH:22]3[CH2:27][CH2:26][N:25]([CH3:28])[CH2:24][CH2:23]3)[C:14](=[O:29])[C:13]=1[CH:12]=2. The yield is 0.450.